Regression/Classification. Given a drug SMILES string, predict its absorption, distribution, metabolism, or excretion properties. Task type varies by dataset: regression for continuous measurements (e.g., permeability, clearance, half-life) or binary classification for categorical outcomes (e.g., BBB penetration, CYP inhibition). For this dataset (solubility_aqsoldb), we predict Y. From a dataset of Aqueous solubility values for 9,982 compounds from the AqSolDB database. (1) The molecule is [Al+3].[Al+3].[Co+2].[Co+2].[O-2].[O-2].[O-2].[O-2].[O-2]. The Y is -8.40 log mol/L. (2) The compound is OCCOc1ccccc1. The Y is -0.742 log mol/L. (3) The drug is C=C(Br)C(=O)Nc1ccc(Nc2cc(S(=O)(=O)[O-])c(N)c3c2C(=O)c2ccccc2C3=O)c(S(=O)(=O)[O-])c1.[Na+].[Na+]. The Y is -1.06 log mol/L. (4) The molecule is ICC1CCC(CI)CC1. The Y is -5.75 log mol/L. (5) The drug is CC12CCC(=O)C=C1CCC1C2CCC2(C)C(C(=O)CO)CCC12. The Y is -3.75 log mol/L. (6) The molecule is COCc1ccc(-c2ccc(COC)cc2)cc1. The Y is -4.00 log mol/L. (7) The drug is Cc1ccco1. The Y is -1.44 log mol/L.